This data is from Catalyst prediction with 721,799 reactions and 888 catalyst types from USPTO. The task is: Predict which catalyst facilitates the given reaction. (1) Reactant: [Cl:1][CH:2]([Cl:31])[C:3]([NH:5][C@H:6]([CH2:29][F:30])[C@@H:7]([C:9]1[CH:14]=[CH:13][C:12]([C:15]2[S:19][C:18]([CH2:20][NH:21]C(=O)OC(C)(C)C)=[N:17][CH:16]=2)=[CH:11][CH:10]=1)[OH:8])=[O:4].FC(F)(F)C(O)=O. Product: [NH2:21][CH2:20][C:18]1[S:19][C:15]([C:12]2[CH:13]=[CH:14][C:9]([C@@H:7]([OH:8])[C@H:6]([NH:5][C:3](=[O:4])[CH:2]([Cl:1])[Cl:31])[CH2:29][F:30])=[CH:10][CH:11]=2)=[CH:16][N:17]=1. The catalyst class is: 22. (2) Reactant: [C:1]([C:4]1[CH:5]=[C:6]([CH:30]=[CH:31][CH:32]=1)/[CH:7]=[C:8]1/[C@H:9]([OH:29])[C@:10]2([CH2:25][CH2:24][C@H:23]3[C@@H:14]([CH2:15][CH2:16][C:17]4[CH:18]=[C:19]([C:26]([NH2:28])=[O:27])[CH:20]=[CH:21][C:22]=43)[C@@H:12]2[CH2:13]/1)[CH3:11])(=[O:3])[NH2:2]. Product: [C:1]([C:4]1[CH:5]=[C:6]([CH:30]=[CH:31][CH:32]=1)[CH2:7][C@H:8]1[CH2:13][C@H:12]2[C@H:14]3[C@H:23]([CH2:24][CH2:25][C@:10]2([CH3:11])[C@H:9]1[OH:29])[C:22]1[CH:21]=[CH:20][C:19]([C:26]([NH2:28])=[O:27])=[CH:18][C:17]=1[CH2:16][CH2:15]3)(=[O:3])[NH2:2]. The catalyst class is: 50. (3) Reactant: C([O:8][C:9]1[CH:10]=[C:11]2[C:15](=[CH:16][C:17]=1[O:18][CH3:19])[N:14]([CH3:20])[CH:13]=[C:12]2[C:21]1[N:29]([S:30]([C:33]2[CH:38]=[CH:37][C:36]([CH3:39])=[CH:35][CH:34]=2)(=[O:32])=[O:31])[C:24]2=[N:25][CH:26]=[CH:27][CH:28]=[C:23]2[CH:22]=1)C1C=CC=CC=1.[I-].[Na+].C[Si](Cl)(C)C. Product: [OH:8][C:9]1[CH:10]=[C:11]2[C:15](=[CH:16][C:17]=1[O:18][CH3:19])[N:14]([CH3:20])[CH:13]=[C:12]2[C:21]1[N:29]([S:30]([C:33]2[CH:34]=[CH:35][C:36]([CH3:39])=[CH:37][CH:38]=2)(=[O:32])=[O:31])[C:24]2=[N:25][CH:26]=[CH:27][CH:28]=[C:23]2[CH:22]=1. The catalyst class is: 10. (4) Reactant: [CH2:1]([O:3][C:4](=[O:18])[CH2:5][C:6]1[C:10]2[CH:11]=[C:12]([CH:15]=O)[CH:13]=[CH:14][C:9]=2[O:8][C:7]=1[CH3:17])[CH3:2].[CH3:19][NH:20][CH3:21].C(O)(=O)C.[BH3-]C#N.[Na+]. Product: [CH2:1]([O:3][C:4](=[O:18])[CH2:5][C:6]1[C:10]2[CH:11]=[C:12]([CH2:15][N:20]([CH3:21])[CH3:19])[CH:13]=[CH:14][C:9]=2[O:8][C:7]=1[CH3:17])[CH3:2]. The catalyst class is: 8. (5) Reactant: [CH3:1][C:2]([C:5]1[C:10]([C:11]([O:13][CH2:14][CH3:15])=[O:12])=[CH:9][N:8]=[C:7](O)[N:6]=1)([CH3:4])[CH3:3].C([O-])(O)=O.[Na+].C1(OP(Cl)([Cl:31])=O)C=CC=CC=1. Product: [Cl:31][C:7]1[N:6]=[C:5]([C:2]([CH3:4])([CH3:3])[CH3:1])[C:10]([C:11]([O:13][CH2:14][CH3:15])=[O:12])=[CH:9][N:8]=1. The catalyst class is: 25. (6) Reactant: [C:1]1([CH:7]([C:9]2[CH:14]=[CH:13][CH:12]=[CH:11][CH:10]=2)[NH2:8])[CH:6]=[CH:5][CH:4]=[CH:3][CH:2]=1.Cl[CH2:16][CH:17]1[CH2:19][O:18]1. Product: [CH:7]([N:8]1[CH2:19][CH:17]([OH:18])[CH2:16]1)([C:1]1[CH:2]=[CH:3][CH:4]=[CH:5][CH:6]=1)[C:9]1[CH:10]=[CH:11][CH:12]=[CH:13][CH:14]=1. The catalyst class is: 14.